This data is from Reaction yield outcomes from USPTO patents with 853,638 reactions. The task is: Predict the reaction yield, written as a fraction of the theoretical maximum amount of product (1.0 means a 100% yield; for example, 0.34 means a 34% yield). (1) The reactants are [NH2:1][C:2]1[C:13]([F:14])=[CH:12][C:11]([Cl:15])=[CH:10][C:3]=1[C:4](N(OC)C)=[O:5].[C:16]1([Mg]Br)[CH:21]=[CH:20][CH:19]=[CH:18][CH:17]=1. The catalyst is C(OCC)C. The product is [NH2:1][C:2]1[C:13]([F:14])=[CH:12][C:11]([Cl:15])=[CH:10][C:3]=1[C:4]([C:16]1[CH:21]=[CH:20][CH:19]=[CH:18][CH:17]=1)=[O:5]. The yield is 0.700. (2) The reactants are COC(C1C=C(O)C2C(=C(OCC3C=CC=CC=3)C=C(C#CCOCC3C=CC=CC=3)C=2)N=1)=O.[CH3:35][O:36][C:37]([C:39]1[CH:48]=[C:47]([C:49]#[C:50][CH2:51][O:52]CC2C=CC=CC=2)[C:46]2[C:41](=[C:42]([O:60]CC3C=CC=CC=3)[CH:43]=[CH:44][CH:45]=2)[N:40]=1)=[O:38]. The yield is 0.950. The product is [CH3:35][O:36][C:37]([C:39]1[CH:48]=[C:47]([CH2:49][CH2:50][CH2:51][OH:52])[C:46]2[C:41](=[C:42]([OH:60])[CH:43]=[CH:44][CH:45]=2)[N:40]=1)=[O:38]. No catalyst specified.